The task is: Binary Classification. Given a miRNA mature sequence and a target amino acid sequence, predict their likelihood of interaction.. This data is from Experimentally validated miRNA-target interactions with 360,000+ pairs, plus equal number of negative samples. (1) The miRNA is hsa-miR-603 with sequence CACACACUGCAAUUACUUUUGC. The protein sequence of the target gene is MDARRKHWKENMFTPFFSAQDVLEETSEPESSSEQTTADSSKGMEEIYNLSSRKFQEESKFKRKKYIFQLNEIEQEQNLRENKRNISKNETDTNSASYESSNVDVTTEESFNSTEDNSTCSTDNLPALLRQDIRKKFMERMSPKLCLNLLNEELEELNMKYRKIEEEFENAEKELLHYKKEIFTKPLNFQETETDASKSDYELQALRNDLSEKATNVKNLSEQLQQAKEVIHKLNLENRNLKEAVRKLKHQTEVGNVLLKEEMKSYYELEMAKIRGELSVIKNELRTEKTLQARNNRALE.... Result: 1 (interaction). (2) Result: 0 (no interaction). The miRNA is rno-miR-9a-3p with sequence AUAAAGCUAGAUAACCGAAAGU. The protein sequence of the target gene is MEWELNLLLYLALFFFLLFLLFLLLFVVIKQLKNSVANTAGALQPGRLSVHREPWGFSREQAV. (3) The miRNA is hsa-miR-520h with sequence ACAAAGUGCUUCCCUUUAGAGU. The protein sequence of the target gene is MSKERPKRNIIQKKYDDSDGIPWSEERVVRKVLYLSLKEFKNSQKRQHAEGIAGSLKTVNGLLGNDQSKGLGPASEQSENEKDDASQVSSTSNDVSSSDFEEGPSRKRPRLQAQRKFAQSQPNSPSTTPVKIVEPLLPPPATQISDLSKRKPKTEDFLTFLCLRGSPALPNSMVYFGSSQDEEEVEEEDDETEDVKTATNNASSSCQSTPRKGKTHKHVHNGHVFNGSSRSTREKEPVQKHKSKEATPAKEKHSDHRADSRREQASANHPAAAPSTGSSAKGLAATHHHPPLHRSAQDLR.... Result: 1 (interaction). (4) The miRNA is hsa-miR-5697 with sequence UCAAGUAGUUUCAUGAUAAAGG. The protein sequence of the target gene is MAAVDIRDNLLGISWVDSSWIPILNSGSVLDYFSERSNPFYDRTCNNEVVKMQRLTLEHLNQMVGIEYILLHAQEPILFIIRKQQRQSPAQVIPLADYYIIAGVIYQAPDLGSVINSRVLTAVHGIQSAFDEAMSYCRYHPSKGYWWHFKDHEEQDKVRPKAKRKEEPSSIFQRQRVDALLLDLRQKFPPKFVQLKPGEKPVPVDQTKKEAEPIPETVKPEEKETTKNVQQTVSAKGPPEKRMRLQ. Result: 0 (no interaction). (5) The miRNA is mmu-miR-425-5p with sequence AAUGACACGAUCACUCCCGUUGA. The protein sequence of the target gene is MELEDGVVYQEEPGGSGAVMSERVSGLAGSIYREFERLIGRYDEEVVKELMPLVVAVLENLDSVFAQDQEHQVELELLRDDNEQLITQYEREKALRKHAEEKFIEFEDSQEQEKKDLQTRVESLESQTRQLELKAKNYADQISRLEEREAELKKEYNALHQRHTEMIHNYMEHLERTKLHQLSGSDQLEATAHSRIRKERPISLGIFPLPAGDGLLTPDTQKGGETPGSEQWKFQELSQPRSHTSLKVSHSPEPPKAVEQEDELSDISQGGSKATTPASTANSDVSAIPPDTPSKEDNEG.... Result: 1 (interaction). (6) The miRNA is hsa-miR-4431 with sequence GCGACUCUGAAAACUAGAAGGU. The protein sequence of the target gene is MDSAGQDINLNSPNKGLLSDSMTDVPVDTGVAARTPAVEGLTEAEEEELRAELTKVEEEIVTLRQVLAAKERHCGELKRRLGLSTLGELKQNLSRSWHDVQVSSAYVKTSEKLGEWNEKVTQSDLYKKTQETLSQAGQKTSAALSTVGSAISRKLGDMRNSATFKSFEDRVGTIKSKVVGDRENGSDNLPSSAGSGDKPLSDPAPF. Result: 0 (no interaction). (7) The miRNA is mmu-miR-9768-3p with sequence ACUGCCUUCCUUUGUGUGGCCCAG. The protein sequence of the target gene is MPARLETCISDLDCASSSGSDLSGFLTDEEDCARLQQAASASGPPAPARRGAPNISRASEVPGAQDDEQERRRRRGRTRVRSEALLHSLRRSRRVKANDRERNRMHNLNAALDALRSVLPSFPDDTKLTKIETLRFAYNYIWALAETLRLADQGLPGGGARERLLPPQCVPCLPGPPSPASDAESWGSGAAAASPLSDPSSPAASEDFTYRPGDPVFSFPSLPKDLLHTTPCFIPYH. Result: 0 (no interaction).